From a dataset of Full USPTO retrosynthesis dataset with 1.9M reactions from patents (1976-2016). Predict the reactants needed to synthesize the given product. Given the product [F:30][CH:4]([F:3])[C:5]1[CH:6]=[C:7]([N:11]2[C:16]3[CH2:17][CH2:18][C:19](=[O:20])[C:15]=3[CH:14]([C:21]3[CH:22]=[CH:23][C:24]([C:25]#[N:26])=[CH:27][CH:28]=3)[N:13]([CH3:31])[C:12]2=[O:29])[CH:8]=[CH:9][CH:10]=1, predict the reactants needed to synthesize it. The reactants are: [H-].[Na+].[F:3][CH:4]([F:30])[C:5]1[CH:6]=[C:7]([N:11]2[C:16]3[CH2:17][CH2:18][C:19](=[O:20])[C:15]=3[CH:14]([C:21]3[CH:28]=[CH:27][C:24]([C:25]#[N:26])=[CH:23][CH:22]=3)[NH:13][C:12]2=[O:29])[CH:8]=[CH:9][CH:10]=1.[CH3:31]I.O.